Dataset: Peptide-MHC class II binding affinity with 134,281 pairs from IEDB. Task: Regression. Given a peptide amino acid sequence and an MHC pseudo amino acid sequence, predict their binding affinity value. This is MHC class II binding data. (1) The binding affinity (normalized) is 0.390. The MHC is HLA-DQA10301-DQB10302 with pseudo-sequence HLA-DQA10301-DQB10302. The peptide sequence is TASDFWGGAGSAACQ. (2) The peptide sequence is SADEVQRMMAEIDTD. The MHC is HLA-DPA10201-DPB10501 with pseudo-sequence HLA-DPA10201-DPB10501. The binding affinity (normalized) is 0. (3) The peptide sequence is LIDTKCYKLEHPV. The MHC is DRB1_1501 with pseudo-sequence DRB1_1501. The binding affinity (normalized) is 0.233. (4) The peptide sequence is LTKKGNVWEVKSSKP. The MHC is HLA-DPA10201-DPB10501 with pseudo-sequence HLA-DPA10201-DPB10501. The binding affinity (normalized) is 0.0749. (5) The peptide sequence is KKKVPWDQVVMTSLALV. The MHC is DRB3_0101 with pseudo-sequence DRB3_0101. The binding affinity (normalized) is 0.387. (6) The peptide sequence is GIRHLFGNYITNDSY. The MHC is DRB4_0101 with pseudo-sequence DRB4_0103. The binding affinity (normalized) is 0.212. (7) The peptide sequence is LRAHRLHQLAFDTYQ. The MHC is DRB1_1501 with pseudo-sequence DRB1_1501. The binding affinity (normalized) is 0.584. (8) The peptide sequence is EAVRHFPRPWLHGL. The MHC is HLA-DQA10501-DQB10301 with pseudo-sequence HLA-DQA10501-DQB10301. The binding affinity (normalized) is 0.0143. (9) The binding affinity (normalized) is 0.215. The MHC is DRB1_0101 with pseudo-sequence DRB1_0101. The peptide sequence is FDIDVTSYTSSDDQI. (10) The peptide sequence is YDRFLANVSTVLTGK. The MHC is DRB1_0701 with pseudo-sequence DRB1_0701. The binding affinity (normalized) is 0.685.